This data is from Forward reaction prediction with 1.9M reactions from USPTO patents (1976-2016). The task is: Predict the product of the given reaction. (1) The product is: [CH3:1][O:2][C:3](=[O:36])[C@@H:4]([NH:25][C:26](=[O:35])[C:27]1[CH:32]=[C:31]([Cl:33])[CH:30]=[CH:29][C:28]=1[NH:34][CH2:37][CH:38]([CH3:39])[CH2:41][CH2:42][CH3:43])[CH2:5][C:6]1[CH:7]=[CH:8][C:9]([C:12]2[CH:17]=[CH:16][CH:15]=[CH:14][C:13]=2[O:18][C:19]2[CH:24]=[CH:23][CH:22]=[CH:21][CH:20]=2)=[CH:10][CH:11]=1.[Cl:33][C:31]1[CH:30]=[CH:29][C:28]([NH:34][CH2:37][CH:38]([CH3:39])[CH2:41][CH2:42][CH3:43])=[C:27]([CH:32]=1)[C:26]([NH:25][C@@H:4]([CH2:5][C:6]1[CH:7]=[CH:8][C:9]([C:12]2[CH:17]=[CH:16][CH:15]=[CH:14][C:13]=2[O:18][C:19]2[CH:24]=[CH:23][CH:22]=[CH:21][CH:20]=2)=[CH:10][CH:11]=1)[C:3]([OH:2])=[O:36])=[O:35]. Given the reactants [CH3:1][O:2][C:3](=[O:36])[C@@H:4]([NH:25][C:26](=[O:35])[C:27]1[CH:32]=[C:31]([Cl:33])[CH:30]=[CH:29][C:28]=1[NH2:34])[CH2:5][C:6]1[CH:11]=[CH:10][C:9]([C:12]2[CH:17]=[CH:16][CH:15]=[CH:14][C:13]=2[O:18][C:19]2[CH:24]=[CH:23][CH:22]=[CH:21][CH:20]=2)=[CH:8][CH:7]=1.[CH3:37][CH:38]([CH2:41][CH2:42][CH3:43])[CH:39]=O, predict the reaction product. (2) Given the reactants [CH2:1]([NH:5][C:6]1[N:11]=[C:10]([NH:12][CH:13]2[CH2:18][CH2:17][CH:16]([OH:19])[CH2:15][CH2:14]2)[C:9]([C:20]2[N:25]=[CH:24][C:23]([CH:26]=[C:27]3[CH2:32][CH2:31][N:30](C(OC(C)(C)C)=O)[CH2:29][CH2:28]3)=[CH:22][CH:21]=2)=[CH:8][N:7]=1)[CH2:2][CH2:3][CH3:4], predict the reaction product. The product is: [CH2:1]([NH:5][C:6]1[N:11]=[C:10]([NH:12][C@H:13]2[CH2:14][CH2:15][C@H:16]([OH:19])[CH2:17][CH2:18]2)[C:9]([C:20]2[CH:21]=[CH:22][C:23]([CH2:26][CH:27]3[CH2:32][CH2:31][NH:30][CH2:29][CH2:28]3)=[CH:24][N:25]=2)=[CH:8][N:7]=1)[CH2:2][CH2:3][CH3:4]. (3) Given the reactants [CH:1]([C:3]1[CH:4]=[C:5]2[C:9](=[CH:10][CH:11]=1)[NH:8][C:7]([C:12]([NH2:14])=[O:13])=[C:6]2[S:15][C:16]1[CH:21]=[CH:20][CH:19]=[CH:18][CH:17]=1)=O.[O:22]1[C:26]2([CH2:31][CH2:30][NH:29][CH2:28][CH2:27]2)[O:25][CH2:24][CH2:23]1, predict the reaction product. The product is: [O:22]1[C:26]2([CH2:31][CH2:30][N:29]([CH2:1][C:3]3[CH:4]=[C:5]4[C:9](=[CH:10][CH:11]=3)[NH:8][C:7]([C:12]([NH2:14])=[O:13])=[C:6]4[S:15][C:16]3[CH:21]=[CH:20][CH:19]=[CH:18][CH:17]=3)[CH2:28][CH2:27]2)[O:25][CH2:24][CH2:23]1.